This data is from Full USPTO retrosynthesis dataset with 1.9M reactions from patents (1976-2016). The task is: Predict the reactants needed to synthesize the given product. (1) Given the product [CH2:10]([NH:17][C:18]([C:20]1[S:24][C:23]([N:25]2[CH:30]=[CH:29][C:28]([O:31][CH2:3][C:4]3[CH:9]=[CH:8][CH:7]=[CH:6][N:5]=3)=[CH:27][C:26]2=[O:32])=[N:22][C:21]=1[CH3:33])=[O:19])[C:11]1[CH:16]=[CH:15][CH:14]=[CH:13][CH:12]=1, predict the reactants needed to synthesize it. The reactants are: Br.Br[CH2:3][C:4]1[CH:9]=[CH:8][CH:7]=[CH:6][N:5]=1.[CH2:10]([NH:17][C:18]([C:20]1[S:24][C:23]([N:25]2[CH:30]=[CH:29][C:28]([OH:31])=[CH:27][C:26]2=[O:32])=[N:22][C:21]=1[CH3:33])=[O:19])[C:11]1[CH:16]=[CH:15][CH:14]=[CH:13][CH:12]=1. (2) Given the product [CH:1]1([N:6]2[CH2:12][C:11]([F:13])([F:14])[C:10](=[O:15])[N:9]([CH3:16])[C:8]3[CH:17]=[N:18][C:19]([NH:21][C:22]4[CH:30]=[CH:29][C:25]([C:26]([NH:47][CH:46]5[CH2:44][CH2:45]5)=[O:27])=[CH:24][C:23]=4[O:31][CH3:32])=[N:20][C:7]2=3)[CH2:2][CH2:3][CH2:4][CH2:5]1, predict the reactants needed to synthesize it. The reactants are: [CH:1]1([N:6]2[CH2:12][C:11]([F:14])([F:13])[C:10](=[O:15])[N:9]([CH3:16])[C:8]3[CH:17]=[N:18][C:19]([NH:21][C:22]4[CH:30]=[CH:29][C:25]([C:26](O)=[O:27])=[CH:24][C:23]=4[O:31][CH3:32])=[N:20][C:7]2=3)[CH2:5][CH2:4][CH2:3][CH2:2]1.CN(C(ON1N=NC2[CH:44]=[CH:45][CH:46]=[N:47]C1=2)=[N+](C)C)C.F[P-](F)(F)(F)(F)F.C(N)CC. (3) The reactants are: Cl[C:2]1[CH:10]=[C:9]2[C:5]([CH:6]=[N:7][N:8]2[S:11]([C:14]2[CH:19]=[CH:18][CH:17]=[CH:16][CH:15]=2)(=[O:13])=[O:12])=[C:4]([C:20]2[O:21][C:22]([CH2:25][N:26]3[CH2:31][CH2:30][N:29]([CH:32]([CH3:34])[CH3:33])[CH2:28][CH2:27]3)=[CH:23][N:24]=2)[CH:3]=1.CC1(C)C(C)(C)OB([C:43]2[CH:51]=[CH:50][CH:49]=[C:48]3[C:44]=2[CH:45]=[CH:46][NH:47]3)O1.[O-]P([O-])([O-])=O.[K+].[K+].[K+].N#N.C1(P(C2CCCCC2)C2CCCCC2)CCCCC1. Given the product [NH:47]1[C:48]2[C:44](=[C:43]([C:2]3[CH:10]=[C:9]4[C:5]([CH:6]=[N:7][N:8]4[S:11]([C:14]4[CH:15]=[CH:16][CH:17]=[CH:18][CH:19]=4)(=[O:12])=[O:13])=[C:4]([C:20]4[O:21][C:22]([CH2:25][N:26]5[CH2:31][CH2:30][N:29]([CH:32]([CH3:33])[CH3:34])[CH2:28][CH2:27]5)=[CH:23][N:24]=4)[CH:3]=3)[CH:51]=[CH:50][CH:49]=2)[CH:45]=[CH:46]1, predict the reactants needed to synthesize it. (4) Given the product [N:1]1([C:7]([NH:9][N:10]=[C:20]2[C:19]3[C:14](=[CH:15][CH:16]=[C:17]([S:22][CH2:23][CH2:24][CH2:25][C:26]4[CH:27]=[CH:28][C:29]([C:30]([OH:32])=[O:31])=[CH:33][CH:34]=4)[CH:18]=3)[N:13]([CH2:35][CH2:36][CH3:37])[C:12]2=[O:11])=[O:8])[CH2:6][CH2:5][O:4][CH2:3][CH2:2]1, predict the reactants needed to synthesize it. The reactants are: [N:1]1([C:7]([NH:9][NH2:10])=[O:8])[CH2:6][CH2:5][O:4][CH2:3][CH2:2]1.[O:11]=[C:12]1[C:20](=O)[C:19]2[C:14](=[CH:15][CH:16]=[C:17]([S:22][CH2:23][CH2:24][CH2:25][C:26]3[CH:34]=[CH:33][C:29]([C:30]([OH:32])=[O:31])=[CH:28][CH:27]=3)[CH:18]=2)[N:13]1[CH2:35][CH2:36][CH3:37]. (5) The reactants are: C[O:2][C:3]([C:5]1[C:6](=[O:22])[NH:7][C:8]2[C:13]([CH:14]=1)=[CH:12][C:11]([O:15][CH3:16])=[C:10]([O:17][CH2:18][CH2:19][O:20][CH3:21])[CH:9]=2)=[O:4].[OH-].[Na+]. Given the product [CH3:16][O:15][C:11]1[CH:12]=[C:13]2[C:8](=[CH:9][C:10]=1[O:17][CH2:18][CH2:19][O:20][CH3:21])[NH:7][C:6](=[O:22])[C:5]([C:3]([OH:4])=[O:2])=[CH:14]2, predict the reactants needed to synthesize it.